Dataset: Full USPTO retrosynthesis dataset with 1.9M reactions from patents (1976-2016). Task: Predict the reactants needed to synthesize the given product. (1) Given the product [F:4][C:3]([F:6])([F:5])[C:1]([OH:7])=[O:2].[NH2:14][C@@H:15]([C:25]1[CH:30]=[CH:29][C:28]([O:31][CH2:32][CH2:33][C@H:34]([CH:36]2[CH2:41][CH2:40][N:39]([C:42]3[O:46][N:45]=[C:44]([CH:47]([CH3:49])[CH3:48])[N:43]=3)[CH2:38][CH2:37]2)[CH3:35])=[CH:27][C:26]=1[CH3:50])[C:16]([N:18]1[CH2:22][CH2:21][CH2:20][C@H:19]1[C:23]#[N:24])=[O:17], predict the reactants needed to synthesize it. The reactants are: [C:1]([OH:7])([C:3]([F:6])([F:5])[F:4])=[O:2].C(OC(=O)[NH:14][C@@H:15]([C:25]1[CH:30]=[CH:29][C:28]([O:31][CH2:32][CH2:33][C@H:34]([CH:36]2[CH2:41][CH2:40][N:39]([C:42]3[O:46][N:45]=[C:44]([CH:47]([CH3:49])[CH3:48])[N:43]=3)[CH2:38][CH2:37]2)[CH3:35])=[CH:27][C:26]=1[CH3:50])[C:16]([N:18]1[CH2:22][CH2:21][CH2:20][C@H:19]1[C:23]#[N:24])=[O:17])(C)(C)C. (2) Given the product [CH:11]([N:10]1[C:4]2[CH:3]=[C:2]([NH:31][C:29]3[CH:28]=[CH:27][N:26]=[C:25]([N:22]4[CH2:21][CH2:20][CH:19]([O:18][CH3:17])[CH2:24][CH2:23]4)[N:30]=3)[N:7]=[CH:6][C:5]=2[C:8]([C:14]([NH2:16])=[O:15])=[N:9]1)([CH3:13])[CH3:12], predict the reactants needed to synthesize it. The reactants are: Cl[C:2]1[N:7]=[CH:6][C:5]2[C:8]([C:14]([NH2:16])=[O:15])=[N:9][N:10]([CH:11]([CH3:13])[CH3:12])[C:4]=2[CH:3]=1.[CH3:17][O:18][CH:19]1[CH2:24][CH2:23][N:22]([C:25]2[N:30]=[C:29]([NH2:31])[CH:28]=[CH:27][N:26]=2)[CH2:21][CH2:20]1.CC(C)([O-])C.[Na+]. (3) Given the product [CH3:1][CH:2]([C:4]1[CH:5]=[C:6]([CH:7]=[CH:8][CH:9]=1)[O:10][C:12]1[N:13]=[C:14]([OH:22])[C:15]2[CH:21]=[CH:20][N:19]=[CH:18][C:16]=2[N:17]=1)[CH3:3], predict the reactants needed to synthesize it. The reactants are: [CH3:1][CH:2]([C:4]1[CH:5]=[C:6]([OH:10])[CH:7]=[CH:8][CH:9]=1)[CH3:3].Cl[C:12]1[N:13]=[C:14]([OH:22])[C:15]2[CH:21]=[CH:20][N:19]=[CH:18][C:16]=2[N:17]=1. (4) Given the product [N:1]1[CH:6]=[CH:5][CH:4]=[CH:3][C:2]=1[CH2:7][CH2:8][NH:9][C:10]([C:12]1[N:13]([CH3:27])[C:14]([C:17]2[S:25][C:24]3[C:19](=[N:20][CH:21]=[CH:22][C:23]=3[NH:38][C:34]3[CH:35]=[C:36]4[C:31](=[CH:32][CH:33]=3)[NH:30][C:29]([CH3:28])=[CH:37]4)[CH:18]=2)=[CH:15][N:16]=1)=[O:11], predict the reactants needed to synthesize it. The reactants are: [N:1]1[CH:6]=[CH:5][CH:4]=[CH:3][C:2]=1[CH2:7][CH2:8][NH:9][C:10]([C:12]1[N:13]([CH3:27])[C:14]([C:17]2[S:25][C:24]3[C:19](=[N:20][CH:21]=[CH:22][C:23]=3Cl)[CH:18]=2)=[CH:15][N:16]=1)=[O:11].[CH3:28][C:29]1[NH:30][C:31]2[C:36]([CH:37]=1)=[CH:35][C:34]([NH2:38])=[CH:33][CH:32]=2. (5) Given the product [Cl:1][C:2]1[S:6][C:5]([S:7]([NH:23][CH:14]([CH2:15][OH:16])[CH:13]([CH2:11][CH3:12])[CH2:18][CH2:19][OH:20])(=[O:9])=[O:8])=[CH:4][CH:3]=1, predict the reactants needed to synthesize it. The reactants are: [Cl:1][C:2]1[S:6][C:5]([S:7](Cl)(=[O:9])=[O:8])=[CH:4][CH:3]=1.[CH2:11]([CH:13]([CH2:18][CH2:19][OH:20])[CH:14](C)[CH2:15][OH:16])[CH3:12].C([N:23](CC)CC)C.CCOC(C)=O.CCCCCC. (6) Given the product [CH:1]1([N:4]2[C:8]3[C:9]([O:19][C@@H:20]([C@H:22]4[CH2:26][NH:25][C:24](=[O:27])[CH2:23]4)[CH3:21])=[CH:10][C:11]([C:33]4[CH:34]=[CH:35][C:36]([O:37][CH3:38])=[C:31]([O:30][CH2:28][CH3:29])[CH:32]=4)=[CH:12][C:7]=3[N:6]=[CH:5]2)[CH2:2][CH2:3]1, predict the reactants needed to synthesize it. The reactants are: [CH:1]1([N:4]2[C:8]3[C:9]([O:19][C@@H:20]([C@H:22]4[CH2:26][NH:25][C:24](=[O:27])[CH2:23]4)[CH3:21])=[CH:10][C:11](C4C=CC=CC=4)=[CH:12][C:7]=3[N:6]=[CH:5]2)[CH2:3][CH2:2]1.[CH2:28]([O:30][C:31]1[CH:32]=[C:33](B2OC(C)(C)C(C)(C)O2)[CH:34]=[CH:35][C:36]=1[O:37][CH3:38])[CH3:29].